Dataset: Forward reaction prediction with 1.9M reactions from USPTO patents (1976-2016). Task: Predict the product of the given reaction. Given the reactants [F:1][C:2]1[CH:7]=[CH:6][CH:5]=[CH:4][C:3]=1[C@H:8]1[CH2:12][CH2:11][CH:10]([NH2:13])[CH2:9]1.C(N(CC)C(C)C)(C)C.O=C1CCC(=O)N1[O:30][C:31]([NH:33][C:34]1[CH:42]=[CH:41][CH:40]=[C:39]2[C:35]=1[CH:36]=[N:37][N:38]2C(OC)=O)=[O:32].C(=O)(OC)N.[OH-].[Na+], predict the reaction product. The product is: [C:31](=[O:32])=[O:30].[F:1][C:2]1[CH:7]=[CH:6][CH:5]=[CH:4][C:3]=1[C@H:8]1[CH2:12][CH2:11][C@@H:10]([NH:13][C:31]([NH:33][C:34]2[CH:42]=[CH:41][CH:40]=[C:39]3[C:35]=2[CH:36]=[N:37][NH:38]3)=[O:30])[CH2:9]1.